This data is from Buchwald-Hartwig C-N cross coupling reaction yields with 55,370 reactions. The task is: Predict the reaction yield, written as a fraction of the theoretical maximum amount of product (1.0 means a 100% yield; for example, 0.34 means a 34% yield). (1) The reactants are CCc1ccc(Cl)cc1.Cc1ccc(N)cc1.O=S(=O)(O[Pd]1c2ccccc2-c2ccccc2N~1)C(F)(F)F.CC(C)c1cc(C(C)C)c(-c2ccccc2P(C2CCCCC2)C2CCCCC2)c(C(C)C)c1.CN1CCCN2CCCN=C12.c1ccc(CN(Cc2ccccc2)c2ccon2)cc1. No catalyst specified. The product is CCc1ccc(Nc2ccc(C)cc2)cc1. The yield is 0.0597. (2) The reactants are Brc1ccccn1.Cc1ccc(N)cc1.O=S(=O)(O[Pd]1c2ccccc2-c2ccccc2N~1)C(F)(F)F.COc1ccc(OC)c(P(C(C)(C)C)C(C)(C)C)c1-c1c(C(C)C)cc(C(C)C)cc1C(C)C.CN1CCCN2CCCN=C12.c1ccc(CN(Cc2ccccc2)c2ccno2)cc1. No catalyst specified. The product is Cc1ccc(Nc2ccccn2)cc1. The yield is 0.735. (3) The reactants are CCc1ccc(I)cc1.Cc1ccc(N)cc1.O=S(=O)(O[Pd]1c2ccccc2-c2ccccc2N~1)C(F)(F)F.CC(C)c1cc(C(C)C)c(-c2ccccc2P(C(C)(C)C)C(C)(C)C)c(C(C)C)c1.CN(C)C(=NC(C)(C)C)N(C)C.CCOC(=O)c1cnoc1C. No catalyst specified. The product is CCc1ccc(Nc2ccc(C)cc2)cc1. The yield is 0.420. (4) The product is Cc1ccc(Nc2cccnc2)cc1. The yield is 0.265. No catalyst specified. The reactants are Brc1cccnc1.Cc1ccc(N)cc1.O=S(=O)(O[Pd]1c2ccccc2-c2ccccc2N~1)C(F)(F)F.CC(C)c1cc(C(C)C)c(-c2ccccc2P(C2CCCCC2)C2CCCCC2)c(C(C)C)c1.CN(C)C(=NC(C)(C)C)N(C)C.CCOC(=O)c1cc(C)no1. (5) The reactants are FC(F)(F)c1ccc(Cl)cc1.Cc1ccc(N)cc1.O=S(=O)(O[Pd]1c2ccccc2-c2ccccc2N~1)C(F)(F)F.COc1ccc(OC)c(P([C@]23C[C@H]4C[C@H](C[C@H](C4)C2)C3)[C@]23C[C@H]4C[C@H](C[C@H](C4)C2)C3)c1-c1c(C(C)C)cc(C(C)C)cc1C(C)C.CN1CCCN2CCCN=C12.c1ccc2oncc2c1. No catalyst specified. The product is Cc1ccc(Nc2ccc(C(F)(F)F)cc2)cc1. The yield is 0.159. (6) The reactants are COc1ccc(I)cc1.Cc1ccc(N)cc1.O=S(=O)(O[Pd]1c2ccccc2-c2ccccc2N~1)C(F)(F)F.CC(C)c1cc(C(C)C)c(-c2ccccc2P(C2CCCCC2)C2CCCCC2)c(C(C)C)c1.CN(C)C(=NC(C)(C)C)N(C)C.CCOC(=O)c1cnoc1. No catalyst specified. The product is COc1ccc(Nc2ccc(C)cc2)cc1. The yield is 0.0193. (7) The reactants are Brc1ccccn1.Cc1ccc(N)cc1.O=S(=O)(O[Pd]1c2ccccc2-c2ccccc2N~1)C(F)(F)F.CC(C)c1cc(C(C)C)c(-c2ccccc2P(C(C)(C)C)C(C)(C)C)c(C(C)C)c1.CN(C)C(=NC(C)(C)C)N(C)C.c1ccc(-c2ccno2)cc1. No catalyst specified. The product is Cc1ccc(Nc2ccccn2)cc1. The yield is 0.822.